Dataset: Reaction yield outcomes from USPTO patents with 853,638 reactions. Task: Predict the reaction yield, written as a fraction of the theoretical maximum amount of product (1.0 means a 100% yield; for example, 0.34 means a 34% yield). (1) The product is [Cl:15][C:16]1[CH:17]=[C:18]([CH:23]([C:2]2[C:7]([CH:8]([CH3:10])[CH3:9])=[C:6]([O:11][CH3:12])[N:5]=[C:4]([O:13][CH3:14])[N:3]=2)[C:24]#[N:25])[CH:19]=[C:20]([CH3:22])[CH:21]=1. The catalyst is CN(C=O)C. The reactants are Cl[C:2]1[C:7]([CH:8]([CH3:10])[CH3:9])=[C:6]([O:11][CH3:12])[N:5]=[C:4]([O:13][CH3:14])[N:3]=1.[Cl:15][C:16]1[CH:17]=[C:18]([CH2:23][C:24]#[N:25])[CH:19]=[C:20]([CH3:22])[CH:21]=1.[H-].[Na+].[Cl-].[NH4+]. The yield is 0.690. (2) The reactants are [OH:1][C:2]1[CH:11]=[CH:10][CH:9]=[C:8]2[C:3]=1[CH2:4][CH2:5][CH2:6][C:7]2=[O:12].[Br:13][C:14]1[CH:19]=[CH:18][C:17]([Cl:20])=[CH:16][C:15]=1[CH2:21]Br.C(=O)([O-])[O-].[K+].[K+]. The catalyst is CN(C)C=O.C(OCC)(=O)C. The product is [Br:13][C:14]1[CH:19]=[CH:18][C:17]([Cl:20])=[CH:16][C:15]=1[CH2:21][O:1][C:2]1[CH:11]=[CH:10][CH:9]=[C:8]2[C:3]=1[CH2:4][CH2:5][CH2:6][C:7]2=[O:12]. The yield is 0.940. (3) The reactants are [CH3:1][O:2][C:3](=[O:24])[C:4]1[C:5](=[C:10]([CH3:23])[C:11](OS(C(F)(F)F)(=O)=O)=[CH:12][C:13]=1[OH:14])[C:6]([O:8][CH3:9])=[O:7].[Cl-].[Li+].[C:27]1([As](C2C=CC=CC=2)C2C=CC=CC=2)C=CC=C[CH:28]=1.C(C([Sn])=C(CCCC)CCCC)CCC.[F-].[K+]. The catalyst is CN1CCCC1=O.CCOC(C)=O. The product is [CH3:1][O:2][C:3](=[O:24])[C:4]1[C:5](=[C:10]([CH3:23])[C:11]([CH:27]=[CH2:28])=[CH:12][C:13]=1[OH:14])[C:6]([O:8][CH3:9])=[O:7]. The yield is 0.870. (4) The catalyst is C(O)C.O. The yield is 0.170. The product is [NH2:1][C:2]1[N:7]=[CH:6][N:5]=[C:4]2[N:8]([CH:12]([C:14]3[O:15][C:16]4[C:21]([C:22](=[O:31])[C:23]=3[C:24]3[CH:29]=[CH:28][CH:27]=[C:26]([F:30])[CH:25]=3)=[CH:20][CH:19]=[CH:18][CH:17]=4)[CH3:13])[N:9]=[C:10]([C:21]3[CH:20]=[C:44]4[C:14]([C:12]([CH3:13])=[N:8][N:42]4[CH3:41])=[CH:23][CH:22]=3)[C:3]=12. The reactants are [NH2:1][C:2]1[N:7]=[CH:6][N:5]=[C:4]2[N:8]([CH:12]([C:14]3[O:15][C:16]4[C:21]([C:22](=[O:31])[C:23]=3[C:24]3[CH:29]=[CH:28][CH:27]=[C:26]([F:30])[CH:25]=3)=[CH:20][CH:19]=[CH:18][CH:17]=4)[CH3:13])[N:9]=[C:10](I)[C:3]=12.C(=O)([O-])[O-].[Na+].[Na+].ClCCl.[CH3:41][N:42]([CH:44]=O)C. (5) The yield is 0.290. The product is [C:22]([C:12]1[N:11]([C:24]2[CH:25]=[CH:26][C:27]([F:30])=[CH:28][CH:29]=2)[C:10]([C:31]([O:33][CH2:34][CH3:35])=[O:32])=[C:9]([OH:8])[C:13]=1[OH:14])#[N:23]. The catalyst is C1COCC1.[Pd]. The reactants are C([O:8][C:9]1[C:13]([O:14]CC2C=CC=CC=2)=[C:12]([C:22]#[N:23])[N:11]([C:24]2[CH:29]=[CH:28][C:27]([F:30])=[CH:26][CH:25]=2)[C:10]=1[C:31]([O:33][CH2:34][CH3:35])=[O:32])C1C=CC=CC=1. (6) The reactants are [C:1]([C:5]1[CH:10]=[CH:9][C:8]([C:11]2[N:15]([CH3:16])[N:14]=[C:13]([C:17](=O)[CH3:18])[C:12]=2[OH:20])=[CH:7][CH:6]=1)([CH3:4])([CH3:3])[CH3:2].[Br:21][C:22]1[CH:31]=[C:30]([C:32]([NH:34][NH2:35])=[O:33])[CH:29]=[CH:28][C:23]=1[C:24]([O:26][CH3:27])=[O:25]. The catalyst is C(O)(C)C. The product is [Br:21][C:22]1[CH:31]=[C:30]([C:32]([NH:34][N:35]=[C:17]([C:13]2[C:12]([OH:20])=[C:11]([C:8]3[CH:9]=[CH:10][C:5]([C:1]([CH3:4])([CH3:3])[CH3:2])=[CH:6][CH:7]=3)[N:15]([CH3:16])[N:14]=2)[CH3:18])=[O:33])[CH:29]=[CH:28][C:23]=1[C:24]([O:26][CH3:27])=[O:25]. The yield is 0.860. (7) The reactants are Cl[C:2]1[N:7]=[C:6]([NH:8][CH:9]([C:11]2[CH:16]=[CH:15][CH:14]=[CH:13][CH:12]=2)[CH3:10])[C:5]([N+:17]([O-])=O)=[CH:4][CH:3]=1.Cl[C:21]1[C:26]([N+]([O-])=O)=[CH:25][CH:24]=[C:23](Cl)[N:22]=1.C(N(C(C)C)CC)(C)C.[C:40]1(C(N)C)C=C[CH:43]=[CH:42][CH:41]=1.[O:49]1CCC[CH2:50]1. No catalyst specified. The product is [C:11]1([CH:9]([N:8]2[C:6]3=[N:7][C:2]([C:43]4[CH:42]=[CH:41][CH:40]=[C:21]5[C:26]=4[CH:25]=[CH:24][CH:23]=[N:22]5)=[CH:3][CH:4]=[C:5]3[NH:17][C:50]2=[O:49])[CH3:10])[CH:16]=[CH:15][CH:14]=[CH:13][CH:12]=1. The yield is 0.780. (8) The reactants are F[C:2]1[CH:3]=[CH:4][C:5]([N+:21]([O-:23])=[O:22])=[C:6]([N:8]2[CH2:13][CH2:12][N:11]([C:14]([O:16][C:17]([CH3:20])([CH3:19])[CH3:18])=[O:15])[CH2:10][CH2:9]2)[CH:7]=1.[Cl:24][C:25]1[CH:26]=[C:27]([CH:30]=[C:31]([Cl:33])[CH:32]=1)[CH2:28][NH2:29].C(N(CC)C(C)C)(C)C. The catalyst is C(#N)C. The product is [Cl:24][C:25]1[CH:26]=[C:27]([CH:30]=[C:31]([Cl:33])[CH:32]=1)[CH2:28][NH:29][C:2]1[CH:3]=[CH:4][C:5]([N+:21]([O-:23])=[O:22])=[C:6]([N:8]2[CH2:13][CH2:12][N:11]([C:14]([O:16][C:17]([CH3:20])([CH3:19])[CH3:18])=[O:15])[CH2:10][CH2:9]2)[CH:7]=1. The yield is 0.410. (9) The reactants are [CH3:1][CH2:2][CH:3](P(OCC)(OCC)=O)[C:4]([O:6][CH2:7][CH3:8])=[O:5].[H-].[Na+].[CH3:19][O:20][C:21]1[CH:28]=[CH:27][C:24]([CH:25]=O)=[CH:23][C:22]=1[N+:29]([O-:31])=[O:30]. The catalyst is O1CCCC1. The product is [CH2:2]([C:3](=[CH:25][C:24]1[CH:27]=[CH:28][C:21]([O:20][CH3:19])=[C:22]([N+:29]([O-:31])=[O:30])[CH:23]=1)[C:4]([O:6][CH2:7][CH3:8])=[O:5])[CH3:1]. The yield is 0.930. (10) The reactants are [O:1]1[CH2:3][CH:2]1[CH:4]([O:6][C:7]1[CH:12]=[CH:11][CH:10]=[CH:9][C:8]=1[NH:13][C:14](=[O:16])[CH3:15])[CH3:5].[Cl:17][C:18]1[CH:29]=[CH:28][C:21]([O:22][CH:23]2[CH2:27][CH2:26][NH:25][CH2:24]2)=[CH:20][CH:19]=1. No catalyst specified. The product is [ClH:17].[Cl:17][C:18]1[CH:19]=[CH:20][C:21]([O:22][CH:23]2[CH2:27][CH2:26][N:25]([CH2:3][CH:2]([OH:1])[CH:4]([O:6][C:7]3[CH:12]=[CH:11][CH:10]=[CH:9][C:8]=3[NH:13][C:14](=[O:16])[CH3:15])[CH3:5])[CH2:24]2)=[CH:28][CH:29]=1. The yield is 1.00.